The task is: Predict the reactants needed to synthesize the given product.. This data is from Full USPTO retrosynthesis dataset with 1.9M reactions from patents (1976-2016). (1) Given the product [NH2:25][C@@H:22]([CH2:23][CH3:24])[C:21]([NH:20][CH2:19][CH2:18][CH2:17][C:10]1[C:11]2[C:16](=[CH:15][CH:14]=[CH:13][CH:12]=2)[NH:8][CH:9]=1)=[O:33], predict the reactants needed to synthesize it. The reactants are: C(OC([N:8]1[C:16]2[C:11](=[CH:12][CH:13]=[CH:14][CH:15]=2)[C:10]([CH2:17][CH2:18][CH2:19][NH:20][C:21](=[O:33])[C@@H:22]([NH:25]C(OC(C)(C)C)=O)[CH2:23][CH3:24])=[CH:9]1)=O)(C)(C)C.ClCCl.Cl. (2) Given the product [N:52]1[CH:57]=[CH:56][C:55]([NH:58][C:59](=[O:60])[O:49][CH2:48]/[CH:47]=[C:46](\[CH3:50])/[CH2:45][CH2:44]/[CH:43]=[C:42](\[CH3:51])/[CH2:41][CH2:31]/[CH:32]=[C:33](\[CH3:34])/[CH2:35][CH2:36][CH:37]=[C:38]([CH3:40])[CH3:39])=[CH:54][CH:53]=1, predict the reactants needed to synthesize it. The reactants are: N1C=CC=C(NC(=S)OC/C=C(\C)/CC/C=C(\C)/CC/C=C(\C)/CCC=C(C)C)C=1.[CH2:31]([CH2:41]/[C:42](/[CH3:51])=[CH:43]/[CH2:44][CH2:45]/[C:46](/[CH3:50])=[CH:47]/[CH2:48][OH:49])/[CH:32]=[C:33](/[CH2:35][CH2:36][CH:37]=[C:38]([CH3:40])[CH3:39])\[CH3:34].[N:52]1[CH:57]=[CH:56][C:55]([N:58]=[C:59]=[O:60])=[CH:54][CH:53]=1. (3) Given the product [O:19]=[S:2]1(=[O:1])[CH2:6][CH2:5][CH2:4][N:3]1[C:7]([C:10]1[CH:11]=[CH:12][C:13]([C:14]([N:32]2[CH2:33][CH2:34][N:29]([C:23]3[N:24]=[CH:25][C:26]([CH3:28])=[CH:27][C:22]=3[C:20]#[N:21])[CH2:30][CH2:31]2)=[O:16])=[CH:17][CH:18]=1)([CH3:8])[CH3:9], predict the reactants needed to synthesize it. The reactants are: [O:1]=[S:2]1(=[O:19])[CH2:6][CH2:5][CH2:4][N:3]1[C:7]([C:10]1[CH:18]=[CH:17][C:13]([C:14]([OH:16])=O)=[CH:12][CH:11]=1)([CH3:9])[CH3:8].[C:20]([C:22]1[C:23]([N:29]2[CH2:34][CH2:33][NH:32][CH2:31][CH2:30]2)=[N:24][CH:25]=[C:26]([CH3:28])[CH:27]=1)#[N:21].